Dataset: Full USPTO retrosynthesis dataset with 1.9M reactions from patents (1976-2016). Task: Predict the reactants needed to synthesize the given product. (1) Given the product [CH2:27]([O:34][CH2:35][C:36]1([CH2:40][O:7][C:1]2[CH:6]=[CH:5][CH:4]=[CH:3][CH:2]=2)[CH2:39][CH2:38][CH2:37]1)[C:28]1[CH:33]=[CH:32][CH:31]=[CH:30][CH:29]=1, predict the reactants needed to synthesize it. The reactants are: [C:1]1([OH:7])[CH:6]=[CH:5][CH:4]=[CH:3][CH:2]=1.C1(P(C2C=CC=CC=2)C2C=CC=CC=2)C=CC=CC=1.[CH2:27]([O:34][CH2:35][C:36]1([CH2:40]O)[CH2:39][CH2:38][CH2:37]1)[C:28]1[CH:33]=[CH:32][CH:31]=[CH:30][CH:29]=1.CC(OC(/N=N/C(OC(C)C)=O)=O)C. (2) Given the product [CH3:23][N:24]([CH3:32])/[CH:25]=[C:26](/[C:4](=[O:6])[C:3]1[CH:7]=[C:8]([I:11])[CH:9]=[CH:10][C:2]=1[F:1])\[C:27]([O:29][CH2:30][CH3:31])=[O:28], predict the reactants needed to synthesize it. The reactants are: [F:1][C:2]1[CH:10]=[CH:9][C:8]([I:11])=[CH:7][C:3]=1[C:4]([OH:6])=O.S(Cl)(Cl)=O.C(N(CC)CC)C.[CH3:23][N:24]([CH3:32])/[CH:25]=[CH:26]\[C:27]([O:29][CH2:30][CH3:31])=[O:28]. (3) Given the product [Cl:17][C:18]1[CH:23]=[CH:22][C:21]([CH2:24][C:25]([NH:1][C:2]2[CH:11]=[CH:10][CH:9]=[C:8]3[C:3]=2[CH:4]=[CH:5][N:6]([CH:13]2[CH2:16][CH2:15][CH2:14]2)[C:7]3=[O:12])=[O:26])=[CH:20][C:19]=1[C:28]([F:29])([F:30])[F:31], predict the reactants needed to synthesize it. The reactants are: [NH2:1][C:2]1[CH:11]=[CH:10][CH:9]=[C:8]2[C:3]=1[CH:4]=[CH:5][N:6]([CH:13]1[CH2:16][CH2:15][CH2:14]1)[C:7]2=[O:12].[Cl:17][C:18]1[CH:23]=[CH:22][C:21]([CH2:24][C:25](O)=[O:26])=[CH:20][C:19]=1[C:28]([F:31])([F:30])[F:29]. (4) Given the product [Cl:1][C:2]1[CH:15]=[CH:14][C:5]([CH2:6][N:7]2[CH2:12][CH2:11][CH:10]([N:13]3[C:23](=[O:24])[C:22]4=[CH:26][CH:27]=[CH:28][C:20](=[CH:21]4)[C:19]3=[O:29])[CH2:9][CH2:8]2)=[CH:4][C:3]=1[O:16][CH2:17][CH3:18], predict the reactants needed to synthesize it. The reactants are: [Cl:1][C:2]1[CH:15]=[CH:14][C:5]([CH2:6][N:7]2[CH2:12][CH2:11][CH:10]([NH2:13])[CH2:9][CH2:8]2)=[CH:4][C:3]=1[O:16][CH2:17][CH3:18].[C:19](O)(=[O:29])[C:20]1[CH:28]=[CH:27][CH:26]=[C:22]([C:23](N)=[O:24])[CH:21]=1.